Dataset: Peptide-MHC class I binding affinity with 185,985 pairs from IEDB/IMGT. Task: Regression. Given a peptide amino acid sequence and an MHC pseudo amino acid sequence, predict their binding affinity value. This is MHC class I binding data. (1) The peptide sequence is RQFPTAFEN. The MHC is Mamu-B52 with pseudo-sequence Mamu-B52. The binding affinity (normalized) is 0.117. (2) The peptide sequence is LVIGVAFLA. The MHC is HLA-A02:03 with pseudo-sequence HLA-A02:03. The binding affinity (normalized) is 0.669. (3) The peptide sequence is HPRVSSEVHI. The MHC is HLA-B35:01 with pseudo-sequence HLA-B35:01. The binding affinity (normalized) is 0.163. (4) The peptide sequence is RRWIQLGLQK. The binding affinity (normalized) is 0.184. The MHC is HLA-A11:01 with pseudo-sequence HLA-A11:01.